This data is from Peptide-MHC class I binding affinity with 185,985 pairs from IEDB/IMGT. The task is: Regression. Given a peptide amino acid sequence and an MHC pseudo amino acid sequence, predict their binding affinity value. This is MHC class I binding data. (1) The peptide sequence is MLDPRFVKQ. The MHC is HLA-A02:03 with pseudo-sequence HLA-A02:03. The binding affinity (normalized) is 0.0847. (2) The peptide sequence is AENLWVTVY. The binding affinity (normalized) is 0.823. The MHC is HLA-B44:03 with pseudo-sequence HLA-B44:03. (3) The peptide sequence is GPSVASRAL. The MHC is HLA-A03:01 with pseudo-sequence HLA-A03:01. The binding affinity (normalized) is 0.213. (4) The peptide sequence is GVKVRVWLF. The MHC is HLA-A03:01 with pseudo-sequence HLA-A03:01. The binding affinity (normalized) is 0.0847. (5) The peptide sequence is DIRQDVIAM. The MHC is HLA-A03:01 with pseudo-sequence HLA-A03:01. The binding affinity (normalized) is 0.0847. (6) The peptide sequence is VPRLGDKTF. The MHC is HLA-A02:06 with pseudo-sequence HLA-A02:06. The binding affinity (normalized) is 0.405. (7) The peptide sequence is RYPLTLGW. The MHC is HLA-A23:01 with pseudo-sequence HLA-A23:01. The binding affinity (normalized) is 0.479.